From a dataset of Forward reaction prediction with 1.9M reactions from USPTO patents (1976-2016). Predict the product of the given reaction. (1) Given the reactants Br[C:2]1[CH:3]=[N:4][C:5]2[N:6]([N:8]=[CH:9][C:10]=2[C:11]2[CH:12]=[C:13]([C:16]([NH:18][CH:19]([C:24]3[CH:29]=[CH:28][CH:27]=[CH:26][N:25]=3)[C:20]([F:23])([F:22])[F:21])=[O:17])[S:14][CH:15]=2)[CH:7]=1.[N:30]1[C:39]2[C:34](=[CH:35][C:36](B(O)O)=[CH:37][CH:38]=2)[CH:33]=[CH:32][CH:31]=1.C([O-])([O-])=O.[Na+].[Na+], predict the reaction product. The product is: [N:30]1[C:39]2[C:34](=[CH:35][C:36]([N:4]3[CH:3]=[CH:2][C:7]4=[C:10]([C:11]5[CH:12]=[C:13]([C:16]([NH:18][CH:19]([C:24]6[CH:29]=[CH:28][CH:27]=[CH:26][N:25]=6)[C:20]([F:23])([F:21])[F:22])=[O:17])[S:14][CH:15]=5)[CH:9]=[N:8][N:6]4[CH2:5]3)=[CH:37][CH:38]=2)[CH:33]=[CH:32][CH:31]=1. (2) Given the reactants [F:1][C:2]1[CH:22]=[CH:21][CH:20]=[CH:19][C:3]=1[CH2:4][O:5][C:6]1[CH:18]=[CH:17][C:9]([CH:10]=[N:11][C@H:12]([CH3:16])[C:13]([NH2:15])=[O:14])=[CH:8][CH:7]=1.[BH4-].[Na+], predict the reaction product. The product is: [F:1][C:2]1[CH:22]=[CH:21][CH:20]=[CH:19][C:3]=1[CH2:4][O:5][C:6]1[CH:7]=[CH:8][C:9]([CH2:10][NH:11][C@H:12]([CH3:16])[C:13]([NH2:15])=[O:14])=[CH:17][CH:18]=1. (3) Given the reactants [NH2:1][CH2:2][CH2:3][OH:4].Br[CH2:6][C:7]([O:9][CH2:10][CH3:11])=[O:8].C(N(CC)CC)C.[C:19](O[C:19]([O:21][C:22]([CH3:25])([CH3:24])[CH3:23])=[O:20])([O:21][C:22]([CH3:25])([CH3:24])[CH3:23])=[O:20], predict the reaction product. The product is: [CH2:10]([O:9][C:7](=[O:8])[CH2:6][N:1]([C:19]([O:21][C:22]([CH3:25])([CH3:24])[CH3:23])=[O:20])[CH2:2][CH2:3][OH:4])[CH3:11]. (4) Given the reactants [CH2:1]([Li])CCC.[Br:6][C:7]1[C:8]([CH3:27])=[C:9]([C:13]2[N:17]([CH3:18])[N:16]=[C:15]([C:19]3[C:24]([F:25])=[CH:23][CH:22]=[CH:21][C:20]=3[Cl:26])[N:14]=2)[S:10][C:11]=1Br.IC.[Cl-].[NH4+], predict the reaction product. The product is: [Cl:26][C:20]1[CH:21]=[CH:22][CH:23]=[C:24]([F:25])[C:19]=1[C:15]1[N:14]=[C:13]([C:9]2[S:10][C:11]([CH3:1])=[C:7]([Br:6])[C:8]=2[CH3:27])[N:17]([CH3:18])[N:16]=1.